Dataset: NCI-60 drug combinations with 297,098 pairs across 59 cell lines. Task: Regression. Given two drug SMILES strings and cell line genomic features, predict the synergy score measuring deviation from expected non-interaction effect. Drug 1: C(CC(=O)O)C(=O)CN.Cl. Drug 2: N.N.Cl[Pt+2]Cl. Cell line: NCI-H522. Synergy scores: CSS=76.2, Synergy_ZIP=-3.88, Synergy_Bliss=-2.54, Synergy_Loewe=0.755, Synergy_HSA=2.75.